This data is from NCI-60 drug combinations with 297,098 pairs across 59 cell lines. The task is: Regression. Given two drug SMILES strings and cell line genomic features, predict the synergy score measuring deviation from expected non-interaction effect. (1) Drug 1: C1=CC=C(C=C1)NC(=O)CCCCCCC(=O)NO. Drug 2: CC1=C(C(=O)C2=C(C1=O)N3CC4C(C3(C2COC(=O)N)OC)N4)N. Cell line: HOP-62. Synergy scores: CSS=63.7, Synergy_ZIP=5.62, Synergy_Bliss=7.70, Synergy_Loewe=-4.90, Synergy_HSA=8.62. (2) Drug 1: C1=CC(=C2C(=C1NCCNCCO)C(=O)C3=C(C=CC(=C3C2=O)O)O)NCCNCCO. Drug 2: CC1=CC2C(CCC3(C2CCC3(C(=O)C)OC(=O)C)C)C4(C1=CC(=O)CC4)C. Cell line: SK-MEL-5. Synergy scores: CSS=19.3, Synergy_ZIP=8.94, Synergy_Bliss=9.24, Synergy_Loewe=-30.6, Synergy_HSA=1.22. (3) Drug 1: C1CCN(CC1)CCOC2=CC=C(C=C2)C(=O)C3=C(SC4=C3C=CC(=C4)O)C5=CC=C(C=C5)O. Drug 2: CC(C)NC(=O)C1=CC=C(C=C1)CNNC.Cl. Cell line: MCF7. Synergy scores: CSS=13.6, Synergy_ZIP=-7.00, Synergy_Bliss=-7.15, Synergy_Loewe=-7.74, Synergy_HSA=-5.64.